This data is from Catalyst prediction with 721,799 reactions and 888 catalyst types from USPTO. The task is: Predict which catalyst facilitates the given reaction. (1) Reactant: [NH2:1][C@H:2]([C:9]([OH:11])=[O:10])[CH2:3][C:4]1[N:8]=[CH:7][NH:6][CH:5]=1.OO.[Ce:14].[N+]([O-])(O)=O. Product: [NH2:1][C@H:2]([C:9]([OH:11])=[O:10])[CH2:3][C:4]1[N:8]=[CH:7][NH:6][CH:5]=1.[Ce:14]. The catalyst class is: 6. (2) Reactant: CC(OI1(OC(C)=O)(OC(C)=O)OC(=O)C2C=CC=CC1=2)=O.[Br:23][C:24]1[CH:29]=[CH:28][C:27]([CH:30]([OH:35])[C:31]([F:34])([F:33])[F:32])=[C:26]([F:36])[CH:25]=1.[O-]S([O-])(=S)=O.[Na+].[Na+]. Product: [Br:23][C:24]1[CH:29]=[CH:28][C:27]([C:30](=[O:35])[C:31]([F:34])([F:33])[F:32])=[C:26]([F:36])[CH:25]=1. The catalyst class is: 2. (3) Reactant: C([Li])CCC.[O:6]1[CH:10]=[CH:9][C:8]([C:11]([OH:13])=[O:12])=[CH:7]1.[C:14](=[O:16])=[O:15]. Product: [O:6]1[CH:10]=[CH:9][C:8]([C:11]([OH:13])=[O:12])=[C:7]1[C:14]([OH:16])=[O:15]. The catalyst class is: 1. (4) Reactant: C1C=C(Cl)C=C(C(OO)=[O:9])C=1.[Br:12][C:13]1[C:28]([CH3:29])=[CH:27][C:16]([O:17][CH2:18][CH:19]([C:24]([CH3:26])=[CH2:25])[C:20]([CH3:23])([OH:22])[CH3:21])=[CH:15][C:14]=1[CH3:30]. Product: [Br:12][C:13]1[C:28]([CH3:29])=[CH:27][C:16]([O:17][CH2:18][CH:19]([C:24]2([CH3:26])[CH2:25][O:9]2)[C:20]([CH3:23])([OH:22])[CH3:21])=[CH:15][C:14]=1[CH3:30]. The catalyst class is: 2. (5) Reactant: [NH2:1][C:2]1[CH:7]=[C:6]([CH3:8])[CH:5]=[C:4]([CH3:9])[N:3]=1.[Br:10]N1C(=O)CCC1=O. Product: [NH2:1][C:2]1[CH:7]=[C:6]([CH3:8])[C:5]([Br:10])=[C:4]([CH3:9])[N:3]=1. The catalyst class is: 10. (6) Reactant: [C:1]([OH:6])(=O)[CH:2]([CH3:4])[CH3:3].CN(C(ON1N=NC2C=CC=NC1=2)=[N+](C)C)C.F[P-](F)(F)(F)(F)F.CCN(C(C)C)C(C)C.[CH3:40][NH:41][C:42](=[O:66])[C:43]1[CH:48]=[C:47]([O:49][C:50]2[CH:65]=[CH:64][C:53]3[N:54]=[C:55]([NH:57][C@H:58]4[CH2:63][CH2:62][CH2:61][NH:60][CH2:59]4)[S:56][C:52]=3[CH:51]=2)[CH:46]=[CH:45][N:44]=1. Product: [C:1]([N:60]1[CH2:61][CH2:62][CH2:63][C@H:58]([NH:57][C:55]2[S:56][C:52]3[CH:51]=[C:50]([O:49][C:47]4[CH:46]=[CH:45][N:44]=[C:43]([C:42]([NH:41][CH3:40])=[O:66])[CH:48]=4)[CH:65]=[CH:64][C:53]=3[N:54]=2)[CH2:59]1)(=[O:6])[CH:2]([CH3:4])[CH3:3]. The catalyst class is: 44. (7) Reactant: [CH2:1]([O:3][C:4](=[O:28])[CH:5]([C:11]1[CH:16]=[CH:15][C:14]([NH:17]C(OCC2C=CC=CC=2)=O)=[CH:13][CH:12]=1)[CH2:6][S:7][C:8](=[O:10])[CH3:9])[CH3:2].FC(F)(F)C(O)=O. Product: [CH2:1]([O:3][C:4](=[O:28])[CH:5]([C:11]1[CH:16]=[CH:15][C:14]([NH2:17])=[CH:13][CH:12]=1)[CH2:6][S:7][C:8](=[O:10])[CH3:9])[CH3:2]. The catalyst class is: 2. (8) Reactant: [NH2:1][C:2]1[N:7]=[C:6]([O:8]S(C(F)(F)F)(=O)=O)[C:5]([F:16])=[C:4]([C:17]2[O:18][CH:19]=[CH:20][CH:21]=2)[N:3]=1.O[CH2:23][C:24]1[CH:29]=[CH:28][CH:27]=[CH:26][N:25]=1.C1CCN2C(=NCCC2)CC1. Product: [F:16][C:5]1[C:4]([C:17]2[O:18][CH:19]=[CH:20][CH:21]=2)=[N:3][C:2]([NH2:1])=[N:7][C:6]=1[O:8][CH2:23][C:24]1[CH:29]=[CH:28][CH:27]=[CH:26][N:25]=1. The catalyst class is: 57.